From a dataset of Peptide-MHC class II binding affinity with 134,281 pairs from IEDB. Regression. Given a peptide amino acid sequence and an MHC pseudo amino acid sequence, predict their binding affinity value. This is MHC class II binding data. (1) The peptide sequence is GLLHPILVIRNQKVS. The MHC is HLA-DQA10102-DQB10602 with pseudo-sequence HLA-DQA10102-DQB10602. The binding affinity (normalized) is 0.410. (2) The peptide sequence is AHGIPKVPPGPNITA. The MHC is DRB1_0701 with pseudo-sequence DRB1_0701. The binding affinity (normalized) is 0.112. (3) The binding affinity (normalized) is 0.438. The peptide sequence is KRIVKLVNDVGAVVN. The MHC is DRB1_1201 with pseudo-sequence DRB1_1201. (4) The peptide sequence is SRGNRAFIAINLQKN. The MHC is HLA-DPA10201-DPB10101 with pseudo-sequence HLA-DPA10201-DPB10101. The binding affinity (normalized) is 0.795. (5) The peptide sequence is ELSAQYAEAASEVEE. The MHC is HLA-DPA10201-DPB10501 with pseudo-sequence HLA-DPA10201-DPB10501. The binding affinity (normalized) is 0. (6) The peptide sequence is HVSCRVKLSALTLKG. The MHC is HLA-DQA10501-DQB10302 with pseudo-sequence HLA-DQA10501-DQB10302. The binding affinity (normalized) is 0.425. (7) The peptide sequence is LVQDDVIPANWKPDT. The MHC is HLA-DPA10301-DPB10402 with pseudo-sequence HLA-DPA10301-DPB10402. The binding affinity (normalized) is 0.